From a dataset of NCI-60 drug combinations with 297,098 pairs across 59 cell lines. Regression. Given two drug SMILES strings and cell line genomic features, predict the synergy score measuring deviation from expected non-interaction effect. Drug 1: CC1C(C(=O)NC(C(=O)N2CCCC2C(=O)N(CC(=O)N(C(C(=O)O1)C(C)C)C)C)C(C)C)NC(=O)C3=C4C(=C(C=C3)C)OC5=C(C(=O)C(=C(C5=N4)C(=O)NC6C(OC(=O)C(N(C(=O)CN(C(=O)C7CCCN7C(=O)C(NC6=O)C(C)C)C)C)C(C)C)C)N)C. Drug 2: C1C(C(OC1N2C=C(C(=O)NC2=O)F)CO)O. Cell line: UACC-257. Synergy scores: CSS=8.06, Synergy_ZIP=-3.97, Synergy_Bliss=-2.34, Synergy_Loewe=-2.43, Synergy_HSA=-0.584.